Dataset: Reaction yield outcomes from USPTO patents with 853,638 reactions. Task: Predict the reaction yield, written as a fraction of the theoretical maximum amount of product (1.0 means a 100% yield; for example, 0.34 means a 34% yield). The reactants are [NH2:1][C:2]1[C:7]2=[C:8](Br)[CH:9]=[C:10]([CH:11]3[CH2:16][CH2:15][N:14]([C:17]([O:19][C:20]([CH3:23])([CH3:22])[CH3:21])=[O:18])[CH2:13][CH2:12]3)[N:6]2[N:5]=[CH:4][N:3]=1.[C:25]1([NH:31][C:32]([C:34]2[CH:35]=[C:36](B(O)O)[CH:37]=[CH:38][CH:39]=2)=[O:33])[CH:30]=[CH:29][CH:28]=[CH:27][CH:26]=1. No catalyst specified. The product is [NH2:1][C:2]1[C:7]2=[C:8]([C:36]3[CH:37]=[CH:38][CH:39]=[C:34]([C:32]([NH:31][C:25]4[CH:30]=[CH:29][CH:28]=[CH:27][CH:26]=4)=[O:33])[CH:35]=3)[CH:9]=[C:10]([CH:11]3[CH2:16][CH2:15][N:14]([C:17]([O:19][C:20]([CH3:23])([CH3:22])[CH3:21])=[O:18])[CH2:13][CH2:12]3)[N:6]2[N:5]=[CH:4][N:3]=1. The yield is 0.960.